Dataset: Catalyst prediction with 721,799 reactions and 888 catalyst types from USPTO. Task: Predict which catalyst facilitates the given reaction. (1) Reactant: C[O:2][C:3](=[O:24])[CH2:4][CH2:5][N:6]1[C:11]2[CH:12]=[C:13]([C:16]([F:19])([F:18])[F:17])[CH:14]=[CH:15][C:10]=2[O:9][CH:8]([CH:20]([CH3:22])[CH3:21])[C:7]1=[O:23].[OH-].[Na+]. Product: [CH:20]([CH:8]1[C:7](=[O:23])[N:6]([CH2:5][CH2:4][C:3]([OH:24])=[O:2])[C:11]2[CH:12]=[C:13]([C:16]([F:18])([F:19])[F:17])[CH:14]=[CH:15][C:10]=2[O:9]1)([CH3:22])[CH3:21]. The catalyst class is: 5. (2) Reactant: [CH2:1]([C:4]1[CH:9]=[CH:8][C:7]([C:10]([C:15]2[CH:20]=[CH:19][C:18]([CH2:21][CH2:22][CH:23]([OH:28])[C:24]([CH3:27])([CH3:26])[CH3:25])=[C:17]([CH3:29])[CH:16]=2)([CH2:13][CH3:14])[CH2:11][CH3:12])=[CH:6][C:5]=1[CH3:30])[CH:2]=[CH2:3].CN(C=O)C.[Si:36](Cl)([CH2:41][CH3:42])([CH2:39][CH3:40])[CH2:37][CH3:38].N1C=CN=C1. Product: [CH2:1]([C:4]1[CH:9]=[CH:8][C:7]([C:10]([C:15]2[CH:20]=[CH:19][C:18]([CH2:21][CH2:22][CH:23]([O:28][Si:36]([CH2:41][CH3:42])([CH2:39][CH3:40])[CH2:37][CH3:38])[C:24]([CH3:27])([CH3:26])[CH3:25])=[C:17]([CH3:29])[CH:16]=2)([CH2:13][CH3:14])[CH2:11][CH3:12])=[CH:6][C:5]=1[CH3:30])[CH:2]=[CH2:3]. The catalyst class is: 6. (3) Reactant: [CH3:1][O:2][C:3](=[O:18])[CH2:4][C:5]1[S:9][C:8]([NH:10][C:11]([O:13][C:14]([CH3:17])([CH3:16])[CH3:15])=[O:12])=[N:7][CH:6]=1.[Se](=O)=[O:20].C(Cl)Cl.CO. Product: [CH3:1][O:2][C:3](=[O:18])[C:4]([C:5]1[S:9][C:8]([NH:10][C:11]([O:13][C:14]([CH3:15])([CH3:17])[CH3:16])=[O:12])=[N:7][CH:6]=1)=[O:20]. The catalyst class is: 12. (4) Reactant: [Cl:1][C:2]1[CH:3]=[CH:4][C:5]([N:10]2[CH2:14][CH2:13][CH2:12][CH2:11]2)=[C:6]([CH:9]=1)[CH:7]=O.[N:15]1([C:21]([O:23][C:24]([CH3:27])([CH3:26])[CH3:25])=[O:22])[CH2:20][CH2:19][NH:18][CH2:17][CH2:16]1.C(O[BH-](OC(=O)C)OC(=O)C)(=O)C.[Na+]. Product: [Cl:1][C:2]1[CH:3]=[CH:4][C:5]([N:10]2[CH2:14][CH2:13][CH2:12][CH2:11]2)=[C:6]([CH2:7][N:18]2[CH2:17][CH2:16][N:15]([C:21]([O:23][C:24]([CH3:27])([CH3:26])[CH3:25])=[O:22])[CH2:20][CH2:19]2)[CH:9]=1. The catalyst class is: 4. (5) Reactant: [S:1]1[C:8]2[CH:7]=[CH:6][NH:5][C:4]=2[CH:3]=[C:2]1[C:9]([O:11]CC)=[O:10].[C:14]1(=O)[CH2:19][CH2:18][CH2:17][CH2:16][CH2:15]1.[O-]CC.[Na+].Cl. Product: [C:14]1([C:7]2[C:8]3[S:1][C:2]([C:9]([OH:11])=[O:10])=[CH:3][C:4]=3[NH:5][CH:6]=2)[CH2:19][CH2:18][CH2:17][CH2:16][CH:15]=1. The catalyst class is: 14.